Dataset: Catalyst prediction with 721,799 reactions and 888 catalyst types from USPTO. Task: Predict which catalyst facilitates the given reaction. Reactant: [CH2:1]([NH:8][C:9]([C:11]1[C:19]2[C:18]3[CH:20]=[C:21]([N+:24]([O-])=O)[CH:22]=[CH:23][C:17]=3[O:16][C:15]=2[C:14]([O:27][CH3:28])=[CH:13][CH:12]=1)=[O:10])[C:2]1[CH:7]=[CH:6][CH:5]=[CH:4][CH:3]=1.Cl.[OH-].[K+]. Product: [CH2:1]([NH:8][C:9]([C:11]1[C:19]2[C:18]3[CH:20]=[C:21]([NH2:24])[CH:22]=[CH:23][C:17]=3[O:16][C:15]=2[C:14]([O:27][CH3:28])=[CH:13][CH:12]=1)=[O:10])[C:2]1[CH:3]=[CH:4][CH:5]=[CH:6][CH:7]=1. The catalyst class is: 186.